This data is from Peptide-MHC class I binding affinity with 185,985 pairs from IEDB/IMGT. The task is: Regression. Given a peptide amino acid sequence and an MHC pseudo amino acid sequence, predict their binding affinity value. This is MHC class I binding data. (1) The peptide sequence is LRWASGVSE. The MHC is HLA-A80:01 with pseudo-sequence HLA-A80:01. The binding affinity (normalized) is 0.0847. (2) The binding affinity (normalized) is 0. The MHC is HLA-A02:02 with pseudo-sequence HLA-A02:02. The peptide sequence is ETINEEAAEW. (3) The peptide sequence is NTDNKFISY. The MHC is HLA-C04:01 with pseudo-sequence HLA-C04:01. The binding affinity (normalized) is 0.213.